Dataset: Forward reaction prediction with 1.9M reactions from USPTO patents (1976-2016). Task: Predict the product of the given reaction. (1) Given the reactants [CH:1]([N:4]1[C:9](=[O:10])[CH:8]=[CH:7][C:6]([C:11]2[C:12]([C:28]3[CH:33]=[CH:32][CH:31]=[CH:30][CH:29]=3)=[N:13][N:14]3[CH:19]=[CH:18][C:17]([NH:20]C(=O)OC(C)(C)C)=[CH:16][C:15]=23)=[N:5]1)([CH3:3])[CH3:2], predict the reaction product. The product is: [NH2:20][C:17]1[CH:18]=[CH:19][N:14]2[N:13]=[C:12]([C:28]3[CH:29]=[CH:30][CH:31]=[CH:32][CH:33]=3)[C:11]([C:6]3[CH:7]=[CH:8][C:9](=[O:10])[N:4]([CH:1]([CH3:3])[CH3:2])[N:5]=3)=[C:15]2[CH:16]=1. (2) Given the reactants [F:1][C:2]([F:16])([F:15])[C:3]1[NH:7][C:6]2[CH:8]=[CH:9][CH:10]=[C:11]([C:12]([NH2:14])=[O:13])[C:5]=2[N:4]=1.ClOC(C)(C)C.[CH2:23]([S:27][CH2:28][CH2:29][CH2:30][CH3:31])[CH2:24][CH2:25][CH3:26].C(N(CC)CC)C, predict the reaction product. The product is: [CH2:23]([S:27]([CH2:28][CH2:29][CH2:30][CH3:31])=[N:14][C:12]([C:11]1[C:5]2[N:4]=[C:3]([C:2]([F:1])([F:15])[F:16])[NH:7][C:6]=2[CH:8]=[CH:9][CH:10]=1)=[O:13])[CH2:24][CH2:25][CH3:26]. (3) Given the reactants [Cl:1][C:2]1[CH:7]=[C:6]([Cl:8])[CH:5]=[CH:4][C:3]=1[C:9]1[C:30](=[O:31])[N:29]([CH3:32])[C:12]2[N:13]([CH3:28])[C:14]3[C:19]([C:11]=2[CH:10]=1)=[CH:18][C:17]([C:20]1[CH:24]=[C:23]([CH2:25][OH:26])[N:22]([CH3:27])[N:21]=1)=[CH:16][CH:15]=3.[CH2:33]([O:35][CH2:36][CH2:37]Cl)[CH3:34], predict the reaction product. The product is: [Cl:1][C:2]1[CH:7]=[C:6]([Cl:8])[CH:5]=[CH:4][C:3]=1[C:9]1[C:30](=[O:31])[N:29]([CH3:32])[C:12]2[N:13]([CH3:28])[C:14]3[C:19]([C:11]=2[CH:10]=1)=[CH:18][C:17]([C:20]1[CH:24]=[C:23]([CH2:25][O:26][CH2:34][CH2:33][O:35][CH2:36][CH3:37])[N:22]([CH3:27])[N:21]=1)=[CH:16][CH:15]=3. (4) Given the reactants C[O:2][C:3](=[O:18])[C:4]1[CH:9]=[C:8]([CH:10]([F:12])[F:11])[N:7]=[C:6]([NH:13][CH:14]([CH2:16][CH3:17])[CH3:15])[CH:5]=1.[OH-].[Li+].Cl, predict the reaction product. The product is: [C@@H:14]([NH:13][C:6]1[CH:5]=[C:4]([CH:9]=[C:8]([CH:10]([F:12])[F:11])[N:7]=1)[C:3]([OH:18])=[O:2])([CH2:16][CH3:17])[CH3:15]. (5) The product is: [CH2:29]([O:36][C:37]1[C:38]([O:48][CH3:49])=[CH:39][C:40]([Br:47])=[C:41]([NH:43][C:44](=[S:16])[CH3:45])[CH:42]=1)[C:30]1[CH:35]=[CH:34][CH:33]=[CH:32][CH:31]=1. Given the reactants N1C=CC=CC=1.COC1C=CC(P2(SP(C3C=CC(OC)=CC=3)(=S)S2)=[S:16])=CC=1.[CH2:29]([O:36][C:37]1[C:38]([O:48][CH3:49])=[CH:39][C:40]([Br:47])=[C:41]([NH:43][C:44](=O)[CH3:45])[CH:42]=1)[C:30]1[CH:35]=[CH:34][CH:33]=[CH:32][CH:31]=1, predict the reaction product.